The task is: Binary Classification. Given a T-cell receptor sequence (or CDR3 region) and an epitope sequence, predict whether binding occurs between them.. This data is from TCR-epitope binding with 47,182 pairs between 192 epitopes and 23,139 TCRs. (1) The epitope is RLRAEAQVK. The TCR CDR3 sequence is CASSPGTGPYEQYF. Result: 1 (the TCR binds to the epitope). (2) The epitope is ISDYDYYRY. The TCR CDR3 sequence is CASSSISPSSYNEQFF. Result: 0 (the TCR does not bind to the epitope).